Dataset: Forward reaction prediction with 1.9M reactions from USPTO patents (1976-2016). Task: Predict the product of the given reaction. (1) Given the reactants [C:1]([C@@:3]1([OH:19])[C@H:7]([OH:8])[C@@H:6]([CH2:9][OH:10])[O:5][C@H:4]1[N:11]1[CH:16]=[CH:15][C:14](=[O:17])[NH:13][C:12]1=[O:18])#[CH:2].CN(C1C2C(N(C)C)=CC=CC=2C=CC=1)C.[P:36](Cl)(Cl)(=[O:44])[O:37][C:38]1[CH:43]=[CH:42][CH:41]=[CH:40][CH:39]=1.[NH2:47][C@@H:48]([CH2:55][CH:56]([CH3:58])[CH3:57])[C:49]([O:51][CH:52]([CH3:54])[CH3:53])=[O:50].C(N(CC)CC)C, predict the reaction product. The product is: [O:18]=[C:12]1[NH:13][C:14](=[O:17])[CH:15]=[CH:16][N:11]1[C@@H:4]1[O:5][C@H:6]([CH2:9][O:10][P:36]([NH:47][C@@H:48]([CH2:55][CH:56]([CH3:58])[CH3:57])[C:49]([O:51][CH:52]([CH3:53])[CH3:54])=[O:50])([O:37][C:38]2[CH:43]=[CH:42][CH:41]=[CH:40][CH:39]=2)=[O:44])[C@@H:7]([OH:8])[C@@:3]1([C:1]#[CH:2])[OH:19]. (2) The product is: [Br:9][C:10]1[N:11]=[C:12]([CH2:16][O:3][CH2:4][C:5]([O:7][CH3:8])=[O:6])[CH:13]=[CH:14][CH:15]=1. Given the reactants [H-].[Na+].[OH:3][CH2:4][C:5]([O:7][CH3:8])=[O:6].[Br:9][C:10]1[CH:15]=[CH:14][CH:13]=[C:12]([CH2:16]Br)[N:11]=1, predict the reaction product. (3) The product is: [C:9]1([C:12]2([C:16]([OH:18])=[O:17])[CH2:13][CH2:14][CH2:15]2)[CH:10]=[CH:11][CH:6]=[CH:7][CH:8]=1. Given the reactants C([O-])=O.[NH4+].Cl[C:6]1[CH:11]=[CH:10][C:9]([C:12]2([C:16]([OH:18])=[O:17])[CH2:15][CH2:14][CH2:13]2)=[CH:8][CH:7]=1.C(OCC)(=O)C, predict the reaction product. (4) Given the reactants C([N:8]1[CH2:13][CH2:12][C:11](=O)[CH:10]([C:15]2[CH:20]=[CH:19][C:18]([Cl:21])=[C:17]([Cl:22])[CH:16]=2)[CH2:9]1)C1C=CC=CC=1.[NH:23]1[CH2:28][CH2:27][S:26][CH2:25][CH2:24]1.[F:29][C:30]([F:45])([F:44])[C:31]1[CH:32]=[C:33]([CH:37]=[C:38]([C:40]([F:43])([F:42])[F:41])[CH:39]=1)[C:34](Cl)=[O:35], predict the reaction product. The product is: [F:29][C:30]([F:45])([F:44])[C:31]1[CH:32]=[C:33]([C:34]([N:8]2[CH2:13][CH2:12][C@H:11]([N:23]3[CH2:28][CH2:27][S:26][CH2:25][CH2:24]3)[C@H:10]([C:15]3[CH:20]=[CH:19][C:18]([Cl:21])=[C:17]([Cl:22])[CH:16]=3)[CH2:9]2)=[O:35])[CH:37]=[C:38]([C:40]([F:43])([F:42])[F:41])[CH:39]=1. (5) Given the reactants Cl[C:2]1[N:11]=[CH:10][C:9]2[N:8]([CH3:12])[C:7](=[O:13])[C@@H:6]([CH2:14][CH3:15])[N:5]([CH:16]3[CH2:20][CH2:19][CH2:18][CH2:17]3)[C:4]=2[N:3]=1.[NH2:21][C:22]1[CH:27]=[CH:26][C:25]([OH:28])=[CH:24][CH:23]=1.CCOCC, predict the reaction product. The product is: [CH:16]1([N:5]2[C:4]3[N:3]=[C:2]([NH:21][C:22]4[CH:27]=[CH:26][C:25]([OH:28])=[CH:24][CH:23]=4)[N:11]=[CH:10][C:9]=3[N:8]([CH3:12])[C:7](=[O:13])[C@H:6]2[CH2:14][CH3:15])[CH2:20][CH2:19][CH2:18][CH2:17]1. (6) Given the reactants [NH2:1][C:2]1[C:3]([CH3:8])=[CH:4][CH:5]=[CH:6][CH:7]=1.CO[C:11]1[C:12](=O)[C:13](=[O:17])[C:14]=1[O:15]C.C(N(CC)CC)C.[Cl:26][C:27]1[CH:32]=[CH:31][C:30]([NH:33][C:34]([N:36]2[CH2:41][CH2:40][NH:39][CH2:38][CH:37]2[C:42]2[CH:47]=[CH:46][CH:45]=[CH:44][CH:43]=2)=[O:35])=[CH:29][CH:28]=1, predict the reaction product. The product is: [Cl:26][C:27]1[CH:28]=[CH:29][C:30]([NH:33][C:34]([N:36]2[CH2:41][CH2:40][N:39]([C:11]3[C:14](=[O:15])[C:13](=[O:17])[C:12]=3[NH:1][C:2]3[CH:7]=[CH:6][CH:5]=[CH:4][C:3]=3[CH3:8])[CH2:38][CH:37]2[C:42]2[CH:43]=[CH:44][CH:45]=[CH:46][CH:47]=2)=[O:35])=[CH:31][CH:32]=1. (7) The product is: [OH:9][C@@H:6]([CH2:7][CH3:8])[C@@H:2]([NH:1][C:10]([O:13][CH2:25][CH2:24][CH2:23][CH2:22][CH2:21][C:15]1[CH:20]=[CH:19][CH:18]=[CH:17][CH:16]=1)=[O:11])[C:3]([OH:5])=[O:4]. Given the reactants [NH2:1][C@H:2]([C@@H:6]([OH:9])[CH2:7][CH3:8])[C:3]([OH:5])=[O:4].[C:10]([O-:13])(O)=[O:11].[Na+].[C:15]1([CH2:21][CH2:22][CH2:23][CH2:24][CH2:25]C2C(=O)N(C([O-])=O)C=CC=2)[CH:20]=[CH:19][CH:18]=[CH:17][CH:16]=1, predict the reaction product. (8) Given the reactants C([Li])CCC.[C:6]([O:10][C:11](=[O:26])[N:12]([C:21]1[S:22][CH:23]=[CH:24][N:25]=1)[CH2:13][O:14][CH2:15][CH2:16][Si:17]([CH3:20])([CH3:19])[CH3:18])([CH3:9])([CH3:8])[CH3:7].[CH2:27]([Sn:31](Cl)([CH2:36][CH2:37][CH2:38][CH3:39])[CH2:32][CH2:33][CH2:34][CH3:35])[CH2:28][CH2:29][CH3:30].[Cl-].[NH4+].C([Sn](CCCC)(CCCC)CCCC)CCC, predict the reaction product. The product is: [C:6]([O:10][C:11](=[O:26])[N:12]([C:21]1[S:22][C:23]([Sn:31]([CH2:32][CH2:33][CH2:34][CH3:35])([CH2:36][CH2:37][CH2:38][CH3:39])[CH2:27][CH2:28][CH2:29][CH3:30])=[CH:24][N:25]=1)[CH2:13][O:14][CH2:15][CH2:16][Si:17]([CH3:18])([CH3:19])[CH3:20])([CH3:9])([CH3:7])[CH3:8]. (9) Given the reactants [CH2:1]([N:8]1[C:16]2[C:11](=[CH:12][CH:13]=[CH:14][CH:15]=2)[C:10]([C:17]2[O:18][C:19]([C:22](OC)=[O:23])=[CH:20][CH:21]=2)=[N:9]1)[C:2]1[CH:7]=[CH:6][CH:5]=[CH:4][CH:3]=1, predict the reaction product. The product is: [CH2:1]([N:8]1[C:16]2[C:11](=[CH:12][CH:13]=[CH:14][CH:15]=2)[C:10]([C:17]2[O:18][C:19]([CH2:22][OH:23])=[CH:20][CH:21]=2)=[N:9]1)[C:2]1[CH:7]=[CH:6][CH:5]=[CH:4][CH:3]=1. (10) Given the reactants [C:1]([O:5][C:6](=[O:15])[NH:7][C@H:8]1[CH2:13][CH2:12][C@H:11]([OH:14])[CH2:10][CH2:9]1)([CH3:4])([CH3:3])[CH3:2].N1C=CC=CC=1.[CH3:22][S:23](Cl)(=[O:25])=[O:24], predict the reaction product. The product is: [C:1]([O:5][C:6]([NH:7][C@H:8]1[CH2:9][CH2:10][C@H:11]([O:14][S:23]([CH3:22])(=[O:25])=[O:24])[CH2:12][CH2:13]1)=[O:15])([CH3:4])([CH3:2])[CH3:3].